This data is from Reaction yield outcomes from USPTO patents with 853,638 reactions. The task is: Predict the reaction yield, written as a fraction of the theoretical maximum amount of product (1.0 means a 100% yield; for example, 0.34 means a 34% yield). The reactants are [C:1]([O:4][CH:5]1[C:9]2[N:10]=[CH:11][N:12]=[C:13](Cl)[C:8]=2[C@H:7]([CH3:15])[CH2:6]1)(=[O:3])[CH3:2].[C:16]([N:23]1[CH2:28][CH2:27][NH:26][CH2:25][CH2:24]1)([O:18][C:19]([CH3:22])([CH3:21])[CH3:20])=[O:17]. The catalyst is CN1C(=O)CCC1.C(OCC)(=O)C. The product is [C:1]([O:4][CH:5]1[C:9]2[N:10]=[CH:11][N:12]=[C:13]([N:26]3[CH2:25][CH2:24][N:23]([C:16]([O:18][C:19]([CH3:22])([CH3:21])[CH3:20])=[O:17])[CH2:28][CH2:27]3)[C:8]=2[C@H:7]([CH3:15])[CH2:6]1)(=[O:3])[CH3:2]. The yield is 0.720.